Dataset: Catalyst prediction with 721,799 reactions and 888 catalyst types from USPTO. Task: Predict which catalyst facilitates the given reaction. (1) Reactant: [C:1]([O:5][C:6]([NH:8][C@H:9]([C:19]([OH:21])=O)[CH2:10][O:11][CH2:12][C:13]1[CH:18]=[CH:17][CH:16]=[CH:15][CH:14]=1)=[O:7])([CH3:4])([CH3:3])[CH3:2].CO[CH:24](OC)[CH2:25][NH:26][CH2:27][C:28]1[CH:33]=[CH:32][C:31]([N:34]2[CH:38]=[CH:37][N:36]=[CH:35]2)=[CH:30][CH:29]=1.C1C=CC2N(O)N=NC=2C=1.CCN=C=NCCCN(C)C.Cl. Product: [CH2:12]([O:11][CH2:10][C@@H:9]1[N:8]([C:6]([O:5][C:1]([CH3:2])([CH3:3])[CH3:4])=[O:7])[CH:24]=[CH:25][N:26]([CH2:27][C:28]2[CH:29]=[CH:30][C:31]([N:34]3[CH:38]=[CH:37][N:36]=[CH:35]3)=[CH:32][CH:33]=2)[C:19]1=[O:21])[C:13]1[CH:14]=[CH:15][CH:16]=[CH:17][CH:18]=1. The catalyst class is: 10. (2) Reactant: C([Si]([O:18][CH2:19][CH2:20][CH2:21][CH2:22][C:23]1[CH:28]=[CH:27][CH:26]=[C:25]([S:29]([CH:31]2[CH2:35][CH2:34][CH2:33][CH2:32]2)=[O:30])[CH:24]=1)(C1C=CC=CC=1)C1C=CC=CC=1)(C)(C)C.[F-].C([N+](CCCC)(CCCC)CCCC)CCC. Product: [CH:31]1([S:29]([C:25]2[CH:24]=[C:23]([CH2:22][CH2:21][CH2:20][CH2:19][OH:18])[CH:28]=[CH:27][CH:26]=2)=[O:30])[CH2:35][CH2:34][CH2:33][CH2:32]1. The catalyst class is: 1. (3) Reactant: [NH:1]1[CH:5]=[C:4]([C:6]([OH:9])([CH3:8])[CH3:7])[N:3]=[CH:2]1.[CH2:10]([NH:12][C:13]([NH:15][C:16]1[S:17][C:18]2[C:24]([C:25]3[CH:30]=[CH:29][CH:28]=[CH:27][N:26]=3)=[CH:23][C:22](C3C=NC(C(O)(C)C)=NC=3)=[CH:21][C:19]=2[N:20]=1)=[O:14])[CH3:11]. Product: [CH2:10]([NH:12][C:13]([NH:15][C:16]1[S:17][C:18]2[C:24]([C:25]3[CH:30]=[CH:29][CH:28]=[CH:27][N:26]=3)=[CH:23][C:22]([N:1]3[CH:5]=[C:4]([C:6]([OH:9])([CH3:8])[CH3:7])[N:3]=[CH:2]3)=[CH:21][C:19]=2[N:20]=1)=[O:14])[CH3:11]. The catalyst class is: 17. (4) Reactant: [CH:1]([C:3]1[C:11]2[C:6](=[N:7][C:8]([C:19]3[CH:24]=[CH:23][C:22]([CH3:25])=[CH:21][CH:20]=3)=[C:9]([C:12]3[CH:17]=[CH:16][C:15]([CH3:18])=[CH:14][CH:13]=3)[N:10]=2)[N:5]([CH2:26][CH2:27][CH2:28][CH2:29][CH2:30][CH2:31][C:32]([OH:34])=[O:33])[CH:4]=1)=[O:2].N#N.[BH4-].[Na+].Cl. Product: [OH:2][CH2:1][C:3]1[C:11]2[C:6](=[N:7][C:8]([C:19]3[CH:24]=[CH:23][C:22]([CH3:25])=[CH:21][CH:20]=3)=[C:9]([C:12]3[CH:13]=[CH:14][C:15]([CH3:18])=[CH:16][CH:17]=3)[N:10]=2)[N:5]([CH2:26][CH2:27][CH2:28][CH2:29][CH2:30][CH2:31][C:32]([OH:34])=[O:33])[CH:4]=1. The catalyst class is: 88. (5) Product: [CH3:34][N:33]([C:29]1[C:30]2[N:31]=[CH:32][N:24]([C@@H:21]3[O:20][C@H:19]([CH2:36][OH:37])[C@@H:18]([NH:17][C:15]([C@@H:14]([NH2:38])[CH2:13][C:10]4[CH:11]=[CH:12][C:7]([O:6][CH3:5])=[CH:8][CH:9]=4)=[O:16])[C@H:22]3[OH:23])[C:25]=2[N:26]=[CH:27][N:28]=1)[CH3:35]. The catalyst class is: 137. Reactant: N(C[CH2:5][O:6][C:7]1[CH:12]=[CH:11][C:10]([CH2:13][C@H:14]([NH:38]C(=O)OC(C)(C)C)[C:15]([NH:17][C@H:18]2[C@@H:22]([OH:23])[C@H:21]([N:24]3[CH:32]=[N:31][C:30]4[C:25]3=[N:26][CH:27]=[N:28][C:29]=4[N:33]([CH3:35])[CH3:34])[O:20][C@@H:19]2[CH2:36][OH:37])=[O:16])=[CH:9][CH:8]=1)=[N+]=[N-]. (6) Product: [Br:26][C:18]1[CH:17]=[C:16]([C:15]([C:10]2[C:9]3[C:14](=[C:5]([OH:4])[C:6]([O:28][CH2:29][CH3:30])=[CH:7][CH:8]=3)[CH:13]=[N:12][CH:11]=2)=[O:27])[CH:21]=[C:20]([O:22][CH3:23])[C:19]=1[O:24][CH3:25]. Reactant: C([O:4][C:5]1[C:6]([O:28][CH2:29][CH3:30])=[CH:7][CH:8]=[C:9]2[C:14]=1[CH:13]=[N:12][CH:11]=[C:10]2[C:15](=[O:27])[C:16]1[CH:21]=[C:20]([O:22][CH3:23])[C:19]([O:24][CH3:25])=[C:18]([Br:26])[CH:17]=1)(=O)C.N. The catalyst class is: 61. (7) Reactant: [C:1]([O:5][C:6]([N:8]1[CH2:13][CH2:12][CH:11]([O:14][C:15]2[CH:23]=[C:22]([N:24]([CH3:26])[CH3:25])[CH:21]=[CH:20][C:16]=2[C:17]([OH:19])=O)[CH2:10][CH2:9]1)=[O:7])([CH3:4])([CH3:3])[CH3:2].[N:27]1C=CC=CC=1.C(Cl)(=O)C(Cl)=O.[Cl:39][C:40]1[CH:45]=[CH:44][C:43]([NH:46][C:47](=[O:55])[C:48]2[CH:53]=[CH:52][CH:51]=[CH:50][C:49]=2[NH2:54])=C[CH:41]=1. Product: [CH3:25][N:24]([C:22]1[CH:21]=[CH:20][C:16]([C:17]([NH:54][C:49]2[CH:50]=[CH:51][CH:52]=[CH:53][C:48]=2[C:47]([NH:46][C:43]2[CH:44]=[CH:45][C:40]([Cl:39])=[CH:41][N:27]=2)=[O:55])=[O:19])=[C:15]([O:14][CH:11]2[CH2:12][CH2:13][N:8]([C:6]([O:5][C:1]([CH3:4])([CH3:3])[CH3:2])=[O:7])[CH2:9][CH2:10]2)[CH:23]=1)[CH3:26]. The catalyst class is: 85. (8) Reactant: [F:1][C:2]1[CH:3]=[C:4]2[C:9](=[CH:10][CH:11]=1)[N:8]=[C:7]([C:12]1[CH:17]=[CH:16][CH:15]=[CH:14][C:13]=1[OH:18])[N:6]=[C:5]2[N:19]1[CH2:23][CH2:22][C@@H:21]([NH:24]C(=O)OC(C)(C)C)[CH2:20]1.C(O)(C(F)(F)F)=O.C([O-])(O)=O.[Na+]. Product: [NH2:24][C@@H:21]1[CH2:22][CH2:23][N:19]([C:5]2[C:4]3[C:9](=[CH:10][CH:11]=[C:2]([F:1])[CH:3]=3)[N:8]=[C:7]([C:12]3[CH:17]=[CH:16][CH:15]=[CH:14][C:13]=3[OH:18])[N:6]=2)[CH2:20]1. The catalyst class is: 2.